Task: Predict the product of the given reaction.. Dataset: Forward reaction prediction with 1.9M reactions from USPTO patents (1976-2016) (1) Given the reactants P([O-])(O)(O)=O.[Na+].[C:7]1([CH:13]([C:19](OCC)=[O:20])[C:14](OCC)=[O:15])[CH:12]=[CH:11][CH:10]=[CH:9][CH:8]=1.[BH4-].[Na+], predict the reaction product. The product is: [C:7]1([CH:13]([CH2:14][OH:15])[CH2:19][OH:20])[CH:12]=[CH:11][CH:10]=[CH:9][CH:8]=1. (2) The product is: [F:39][C:33]1[CH:34]=[C:35]([F:38])[CH:36]=[CH:37][C:32]=1[O:31][C:30]1[CH:25]=[CH:26][C:27]([NH:40][S:41]([CH2:44][CH3:45])(=[O:42])=[O:43])=[CH:28][C:29]=1[C:6]1[CH:5]=[C:4]([C:17]#[C:18][Si:19]([CH3:20])([CH3:21])[CH3:22])[C:3](=[O:23])[N:2]([CH3:1])[CH:7]=1. Given the reactants [CH3:1][N:2]1[CH:7]=[C:6](B2OC(C)(C)C(C)(C)O2)[CH:5]=[C:4]([C:17]#[C:18][Si:19]([CH3:22])([CH3:21])[CH3:20])[C:3]1=[O:23].Br[C:25]1[CH:26]=[C:27]([NH:40][S:41]([CH2:44][CH3:45])(=[O:43])=[O:42])[CH:28]=[CH:29][C:30]=1[O:31][C:32]1[CH:37]=[CH:36][C:35]([F:38])=[CH:34][C:33]=1[F:39].[O-]P([O-])([O-])=O.[K+].[K+].[K+], predict the reaction product. (3) Given the reactants [Cl:1][C:2]1[S:3][C:4]([S:8](Cl)(=[O:10])=[O:9])=[C:5]([CH3:7])[N:6]=1.C(N(C(C)C)CC)(C)C.Cl.[C:22]1([C@@H:28]2[CH2:30][C@H:29]2[NH2:31])[CH:27]=[CH:26][CH:25]=[CH:24][CH:23]=1, predict the reaction product. The product is: [Cl:1][C:2]1[S:3][C:4]([S:8]([NH:31][C@@H:29]2[CH2:30][C@H:28]2[C:22]2[CH:27]=[CH:26][CH:25]=[CH:24][CH:23]=2)(=[O:10])=[O:9])=[C:5]([CH3:7])[N:6]=1.